From a dataset of Reaction yield outcomes from USPTO patents with 853,638 reactions. Predict the reaction yield, written as a fraction of the theoretical maximum amount of product (1.0 means a 100% yield; for example, 0.34 means a 34% yield). The reactants are [Br:1][C:2]1[CH:21]=[CH:20][C:5]([CH2:6][NH:7][C:8](=[O:19])[C:9]2[CH:14]=[C:13]([N+:15]([O-:17])=[O:16])[CH:12]=[CH:11][C:10]=2[OH:18])=[C:4]([F:22])[CH:3]=1.C([O-])([O-])=O.[K+].[K+].Br[CH2:30][C:31]([O:33][C:34]([CH3:37])([CH3:36])[CH3:35])=[O:32].Cl. The catalyst is CC(C)=O. The product is [C:34]([O:33][C:31](=[O:32])[CH2:30][O:18][C:10]1[CH:11]=[CH:12][C:13]([N+:15]([O-:17])=[O:16])=[CH:14][C:9]=1[C:8](=[O:19])[NH:7][CH2:6][C:5]1[CH:20]=[CH:21][C:2]([Br:1])=[CH:3][C:4]=1[F:22])([CH3:37])([CH3:36])[CH3:35]. The yield is 0.970.